This data is from Full USPTO retrosynthesis dataset with 1.9M reactions from patents (1976-2016). The task is: Predict the reactants needed to synthesize the given product. Given the product [CH2:39]([N:19]1[CH:18]([C:20]2[CH:21]=[CH:22][C:23]([C:24]#[N:25])=[CH:26][CH:27]=2)[C:17]2[C:16](=[O:28])[CH2:15][CH2:14][CH2:13][C:12]=2[N:11]([C:29]2[CH:34]=[CH:33][CH:32]=[C:31]([C:35]([F:38])([F:36])[F:37])[CH:30]=2)[C:10]1=[O:9])[CH2:40][CH2:41][CH3:42], predict the reactants needed to synthesize it. The reactants are: C([N-]C(C)C)(C)C.[Li+].[O:9]=[C:10]1[NH:19][CH:18]([C:20]2[CH:27]=[CH:26][C:23]([C:24]#[N:25])=[CH:22][CH:21]=2)[C:17]2[C:16](=[O:28])[CH2:15][CH2:14][CH2:13][C:12]=2[N:11]1[C:29]1[CH:34]=[CH:33][CH:32]=[C:31]([C:35]([F:38])([F:37])[F:36])[CH:30]=1.[CH2:39](I)[CH2:40][CH2:41][CH3:42].